This data is from Reaction yield outcomes from USPTO patents with 853,638 reactions. The task is: Predict the reaction yield, written as a fraction of the theoretical maximum amount of product (1.0 means a 100% yield; for example, 0.34 means a 34% yield). (1) The catalyst is CO.[Fe]. The yield is 0.250. The product is [NH2:24][C:22]1[CH:21]=[C:18]([CH:17]=[C:16]([N:6]2[CH2:7][C:8]3[C:9](=[N:10][C:11]([S:14][CH3:15])=[N:12][CH:13]=3)[N:4]([CH:1]([CH3:2])[CH3:3])[C:5]2=[O:27])[CH:23]=1)[C:19]#[N:20]. The reactants are [CH:1]([N:4]1[C:9]2=[N:10][C:11]([S:14][CH3:15])=[N:12][CH:13]=[C:8]2[CH2:7][N:6]([C:16]2[CH:17]=[C:18]([CH:21]=[C:22]([N+:24]([O-])=O)[CH:23]=2)[C:19]#[N:20])[C:5]1=[O:27])([CH3:3])[CH3:2].Cl. (2) The product is [Cl:13][CH2:14][CH2:15][N:16]([CH2:19][CH2:18][Cl:17])[C:2](=[O:3])[O:4][CH2:5][C:6]1[CH:11]=[CH:10][CH:9]=[CH:8][CH:7]=1. The yield is 0.260. The catalyst is ClCCl.O1CCCC1. The reactants are Cl[C:2]([O:4][CH2:5][C:6]1[CH:11]=[CH:10][CH:9]=[CH:8][CH:7]=1)=[O:3].Cl.[Cl:13][CH2:14][CH2:15][NH2:16].[Cl:17][CH2:18][CH2:19]N.C(N(CC)CC)C. (3) The reactants are [Br:1][C:2]1[CH:3]=[C:4]([CH:8]([C:10]2[CH:15]=[CH:14][CH:13]=[C:12]([Br:16])[CH:11]=2)[OH:9])[CH:5]=[CH:6][CH:7]=1. The catalyst is ClCCl.O=[Mn]=O. The product is [Br:1][C:2]1[CH:3]=[C:4]([C:8]([C:10]2[CH:15]=[CH:14][CH:13]=[C:12]([Br:16])[CH:11]=2)=[O:9])[CH:5]=[CH:6][CH:7]=1. The yield is 0.900. (4) The yield is 0.430. The product is [CH:25]1([NH:24][C:13]2[CH:14]=[C:15]([CH2:19][S:20]([CH3:23])(=[O:21])=[O:22])[CH:16]=[C:17]3[C:12]=2[NH:11][C:10]([C:7]2[S:8][CH2:9][C@@H:5]([CH2:4][CH2:3][OH:2])[N:6]=2)=[CH:18]3)[CH2:26][CH2:27][CH2:28][CH2:29]1. The reactants are C[O:2][C:3](=O)[CH2:4][C@@H:5]1[CH2:9][S:8][C:7]([C:10]2[NH:11][C:12]3[C:17]([CH:18]=2)=[CH:16][C:15]([CH2:19][S:20]([CH3:23])(=[O:22])=[O:21])=[CH:14][C:13]=3[NH:24][CH:25]2[CH2:29][CH2:28][CH2:27][CH2:26]2)=[N:6]1.O1CCCC1.[BH4-].[Li+].O. The catalyst is O1CCCC1. (5) The reactants are O.[OH-].[Li+].O.C([O:7][C:8]([C:10]1[CH:11]=[N:12][N:13]([C:15]2[NH:24][C:23](=[O:25])[C:22]3[C:17](=[CH:18][C:19]4[CH2:29][CH2:28][CH2:27][CH2:26][C:20]=4[CH:21]=3)[N:16]=2)[CH:14]=1)=[O:9])C. The catalyst is C1COCC1. The product is [O:25]=[C:23]1[C:22]2[C:17](=[CH:18][C:19]3[CH2:29][CH2:28][CH2:27][CH2:26][C:20]=3[CH:21]=2)[N:16]=[C:15]([N:13]2[CH:14]=[C:10]([C:8]([OH:9])=[O:7])[CH:11]=[N:12]2)[NH:24]1. The yield is 0.950. (6) The reactants are [C:1]1([CH3:17])[CH:6]=[CH:5][C:4]([N:7]2[C:11]([NH2:12])=[CH:10][C:9]([C:13]([F:16])([F:15])[F:14])=[N:8]2)=[CH:3][CH:2]=1.C([O-])([O-])=O.[K+].[K+].Cl[C:25]([O:27][C:28]1[CH:33]=[CH:32][CH:31]=[CH:30][CH:29]=1)=[O:26]. The catalyst is C1COCC1. The product is [C:1]1([CH3:17])[CH:2]=[CH:3][C:4]([N:7]2[C:11]([NH:12][C:25](=[O:26])[O:27][C:28]3[CH:33]=[CH:32][CH:31]=[CH:30][CH:29]=3)=[CH:10][C:9]([C:13]([F:15])([F:16])[F:14])=[N:8]2)=[CH:5][CH:6]=1. The yield is 0.940.